Dataset: Reaction yield outcomes from USPTO patents with 853,638 reactions. Task: Predict the reaction yield, written as a fraction of the theoretical maximum amount of product (1.0 means a 100% yield; for example, 0.34 means a 34% yield). (1) The reactants are [CH3:1][NH:2][C:3]([C:5]1[N:6]([CH3:14])[C:7]2[C:12]([CH:13]=1)=[CH:11][CH:10]=[CH:9][CH:8]=2)=O.[H-].[H-].[H-].[H-].[Li+].[Al+3]. The catalyst is C1COCC1. The product is [CH3:14][N:6]1[C:7]2[C:12](=[CH:11][CH:10]=[CH:9][CH:8]=2)[CH:13]=[C:5]1[CH2:3][NH:2][CH3:1]. The yield is 0.930. (2) The reactants are Cl[C:2]1[C:11]([CH:12]=[O:13])=[CH:10][C:9]2[C:4](=[C:5]([CH3:15])[C:6]([F:14])=[CH:7][CH:8]=2)[N:3]=1.[CH3:16][C:17]1[C:22](B2OC(C)(C)C(C)(C)O2)=[CH:21][CH:20]=[CH:19][N:18]=1.C([O-])([O-])=O.[Na+].[Na+]. The catalyst is O.COCCOC. The product is [F:14][C:6]1[C:5]([CH3:15])=[C:4]2[C:9]([CH:10]=[C:11]([CH:12]=[O:13])[C:2]([C:22]3[C:17]([CH3:16])=[N:18][CH:19]=[CH:20][CH:21]=3)=[N:3]2)=[CH:8][CH:7]=1. The yield is 0.900.